The task is: Predict the reactants needed to synthesize the given product.. This data is from Full USPTO retrosynthesis dataset with 1.9M reactions from patents (1976-2016). (1) The reactants are: [CH2:1]([O:8][C:9]([NH:11][C:12]([CH2:22][OH:23])([CH2:18][CH2:19][CH:20]=[CH2:21])[C:13]([O:15][CH2:16][CH3:17])=[O:14])=[O:10])[C:2]1[CH:7]=[CH:6][CH:5]=[CH:4][CH:3]=1.CO[C:26](OC)([CH3:28])[CH3:27].C1(C)C=CC(S(O)(=O)=O)=CC=1. Given the product [CH2:18]([C:12]1([C:13]([O:15][CH2:16][CH3:17])=[O:14])[CH2:22][O:23][C:26]([CH3:28])([CH3:27])[N:11]1[C:9]([O:8][CH2:1][C:2]1[CH:3]=[CH:4][CH:5]=[CH:6][CH:7]=1)=[O:10])[CH2:19][CH:20]=[CH2:21], predict the reactants needed to synthesize it. (2) Given the product [C:17]([C:14]1[CH:15]=[CH:16][C:11]([C:9]2[S:10][C:6]([C:4]([OH:5])=[O:3])=[C:7]([CH3:20])[N:8]=2)=[C:12]([F:19])[CH:13]=1)#[N:18], predict the reactants needed to synthesize it. The reactants are: C([O:3][C:4]([C:6]1[S:10][C:9]([C:11]2[CH:16]=[CH:15][C:14]([C:17]#[N:18])=[CH:13][C:12]=2[F:19])=[N:8][C:7]=1[CH3:20])=[O:5])C.[OH-].[Na+]. (3) Given the product [OH:27][C@@H:24]1[CH2:25][CH2:26][N:22]([C:21]2[CH:20]=[CH:19][C:4]([C:5]([NH:7][C:8]3[CH:13]=[CH:12][C:11]([O:14][C:15]([F:18])([F:17])[F:16])=[CH:10][CH:9]=3)=[O:6])=[CH:3][C:2]=2[C:32]2[CH:33]=[N:34][C:29]([CH3:28])=[CH:30][CH:31]=2)[CH2:23]1, predict the reactants needed to synthesize it. The reactants are: Br[C:2]1[CH:3]=[C:4]([CH:19]=[CH:20][C:21]=1[N:22]1[CH2:26][CH2:25][C@@H:24]([OH:27])[CH2:23]1)[C:5]([NH:7][C:8]1[CH:13]=[CH:12][C:11]([O:14][C:15]([F:18])([F:17])[F:16])=[CH:10][CH:9]=1)=[O:6].[CH3:28][C:29]1[N:34]=[CH:33][C:32](B(O)O)=[CH:31][CH:30]=1. (4) Given the product [CH:1]1([NH:4][C:5]([C:7]2[N:8]=[N:9][N:10]([C:15]3[CH:16]=[CH:17][C:18]([NH:21][C:22](=[O:32])[CH2:23][NH2:24])=[CH:19][CH:20]=3)[C:11]=2[CH2:12][CH2:13][CH3:14])=[O:6])[CH2:2][CH2:3]1, predict the reactants needed to synthesize it. The reactants are: [CH:1]1([NH:4][C:5]([C:7]2[N:8]=[N:9][N:10]([C:15]3[CH:20]=[CH:19][C:18]([NH:21][C:22](=[O:32])[CH2:23][NH:24]C(=O)OC(C)(C)C)=[CH:17][CH:16]=3)[C:11]=2[CH2:12][CH2:13][CH3:14])=[O:6])[CH2:3][CH2:2]1.Cl. (5) Given the product [CH2:23]([NH:26][C:27]([N:11]1[CH2:10][C@@H:9]2[CH2:15][C@@H:13]([CH2:14][NH:8]2)[CH2:12]1)=[O:28])[CH:24]=[CH2:25], predict the reactants needed to synthesize it. The reactants are: C(OC([N:8]1[CH2:14][C@@H:13]2[CH2:15][C@H:9]1[CH2:10][NH:11][CH2:12]2)=O)(C)(C)C.C(N(CC)CC)C.[CH2:23]([N:26]=[C:27]=[O:28])[CH:24]=[CH2:25]. (6) The reactants are: Br[C:2]1[NH:3][C:4]2[C:9]([C:10]=1[CH:11]=[O:12])=[CH:8][C:7]([O:13][CH3:14])=[CH:6][CH:5]=2.[CH3:15][N:16]1[C:20]([CH3:21])=[C:19](B2OC(C)(C)C(C)(C)O2)[C:18]([CH3:31])=[N:17]1.C1C=CC(P(C2C=CC=CC=2)C2C=CC=CC=2)=CC=1.[O-]P([O-])([O-])=O.[K+].[K+].[K+]. Given the product [CH3:14][O:13][C:7]1[CH:8]=[C:9]2[C:4](=[CH:5][CH:6]=1)[NH:3][C:2]([C:19]1[C:18]([CH3:31])=[N:17][N:16]([CH3:15])[C:20]=1[CH3:21])=[C:10]2[CH:11]=[O:12], predict the reactants needed to synthesize it. (7) Given the product [CH:15]1[C:16]2[CH2:10][CH2:5][CH2:3][CH2:2][C:17]=2[CH:18]=[C:13]([OH:12])[N:14]=1, predict the reactants needed to synthesize it. The reactants are: Br[CH2:2][C:3]([C:5]1[CH:10]=CN=C(Cl)N=1)=O.[O:12]=[C:13]1[CH2:18][C:17](=O)[CH2:16][CH2:15][N:14]1C(OC(C)(C)C)=O.C([O-])(=O)C.[NH4+]. (8) Given the product [CH:1]1([N:4]([CH:18]2[CH2:23][CH2:22][N:21]([C:25]3[N:26]=[N:27][C:28]([CH:31]4[CH2:33][CH2:32]4)=[CH:29][CH:30]=3)[CH2:20][CH2:19]2)[C:5](=[O:17])[C:6]2[CH:7]=[CH:8][C:9]([C:12]3[O:16][CH:15]=[N:14][CH:13]=3)=[CH:10][CH:11]=2)[CH2:3][CH2:2]1, predict the reactants needed to synthesize it. The reactants are: [CH:1]1([N:4]([CH:18]2[CH2:23][CH2:22][NH:21][CH2:20][CH2:19]2)[C:5](=[O:17])[C:6]2[CH:11]=[CH:10][C:9]([C:12]3[O:16][CH:15]=[N:14][CH:13]=3)=[CH:8][CH:7]=2)[CH2:3][CH2:2]1.Cl[C:25]1[N:26]=[N:27][C:28]([CH:31]2[CH2:33][CH2:32]2)=[CH:29][CH:30]=1.C([O-])([O-])=O.[K+].[K+].